The task is: Regression/Classification. Given a drug SMILES string, predict its absorption, distribution, metabolism, or excretion properties. Task type varies by dataset: regression for continuous measurements (e.g., permeability, clearance, half-life) or binary classification for categorical outcomes (e.g., BBB penetration, CYP inhibition). Dataset: cyp2c9_veith.. This data is from CYP2C9 inhibition data for predicting drug metabolism from PubChem BioAssay. (1) The compound is COc1ccc(C(=O)Oc2cc(/C=N/NS(=O)(=O)c3ccc(C)cc3)ccc2OC)cc1. The result is 1 (inhibitor). (2) The drug is COCCNc1nc(-c2ccccc2OC)nc2ccccc12. The result is 0 (non-inhibitor).